Dataset: NCI-60 drug combinations with 297,098 pairs across 59 cell lines. Task: Regression. Given two drug SMILES strings and cell line genomic features, predict the synergy score measuring deviation from expected non-interaction effect. (1) Drug 1: C1CNP(=O)(OC1)N(CCCl)CCCl. Drug 2: CC1=C(C(=CC=C1)Cl)NC(=O)C2=CN=C(S2)NC3=CC(=NC(=N3)C)N4CCN(CC4)CCO. Cell line: T-47D. Synergy scores: CSS=15.7, Synergy_ZIP=3.36, Synergy_Bliss=5.12, Synergy_Loewe=-2.69, Synergy_HSA=3.42. (2) Drug 1: C1C(C(OC1N2C=NC3=C(N=C(N=C32)Cl)N)CO)O. Drug 2: CN(CCCl)CCCl.Cl. Cell line: PC-3. Synergy scores: CSS=8.34, Synergy_ZIP=-7.70, Synergy_Bliss=-6.00, Synergy_Loewe=-9.39, Synergy_HSA=-5.44. (3) Drug 1: CCC1=C2CN3C(=CC4=C(C3=O)COC(=O)C4(CC)O)C2=NC5=C1C=C(C=C5)O. Drug 2: C#CCC(CC1=CN=C2C(=N1)C(=NC(=N2)N)N)C3=CC=C(C=C3)C(=O)NC(CCC(=O)O)C(=O)O. Cell line: SN12C. Synergy scores: CSS=21.8, Synergy_ZIP=-8.56, Synergy_Bliss=-8.92, Synergy_Loewe=-7.48, Synergy_HSA=-3.57. (4) Drug 1: CN1C2=C(C=C(C=C2)N(CCCl)CCCl)N=C1CCCC(=O)O.Cl. Drug 2: C1=NNC2=C1C(=O)NC=N2. Cell line: OVCAR-5. Synergy scores: CSS=-0.563, Synergy_ZIP=-0.510, Synergy_Bliss=-1.94, Synergy_Loewe=-2.98, Synergy_HSA=-2.68. (5) Synergy scores: CSS=-7.17, Synergy_ZIP=3.55, Synergy_Bliss=0.510, Synergy_Loewe=-9.35, Synergy_HSA=-10.2. Drug 1: C1CC(=O)NC(=O)C1N2CC3=C(C2=O)C=CC=C3N. Drug 2: CC1=CC2C(CCC3(C2CCC3(C(=O)C)OC(=O)C)C)C4(C1=CC(=O)CC4)C. Cell line: MCF7.